Dataset: Full USPTO retrosynthesis dataset with 1.9M reactions from patents (1976-2016). Task: Predict the reactants needed to synthesize the given product. (1) Given the product [CH2:31]([O:32][C:2]1[CH:7]=[C:6]([C:8]2[S:9][CH:10]=[C:11]([NH:13][C:14]([NH:16][C:17]3[CH:22]=[CH:21][CH:20]=[C:19]([CH2:23][N:24]4[CH2:29][CH2:28][O:27][CH2:26][CH2:25]4)[N:18]=3)=[O:15])[N:12]=2)[CH:5]=[CH:4][N:3]=1)[CH3:30], predict the reactants needed to synthesize it. The reactants are: Cl[C:2]1[CH:7]=[C:6]([C:8]2[S:9][CH:10]=[C:11]([NH:13][C:14]([NH:16][C:17]3[CH:22]=[CH:21][CH:20]=[C:19]([CH2:23][N:24]4[CH2:29][CH2:28][O:27][CH2:26][CH2:25]4)[N:18]=3)=[O:15])[N:12]=2)[CH:5]=[CH:4][N:3]=1.[CH3:30][CH2:31][OH:32].CC[O-].[Na+].CCO. (2) Given the product [N:1]1[C:10]2[C:5](=[CH:6][CH:7]=[CH:8][C:9]=2[S:11]([NH2:15])(=[O:13])=[O:12])[CH:4]=[CH:3][CH:2]=1, predict the reactants needed to synthesize it. The reactants are: [N:1]1[C:10]2[C:5](=[CH:6][CH:7]=[CH:8][C:9]=2[S:11](Cl)(=[O:13])=[O:12])[CH:4]=[CH:3][CH:2]=1.[NH3:15]. (3) Given the product [CH:61]([N:41]1[C:38]([CH2:25][CH2:24][C:23]([OH:27])=[O:26])=[CH:39][C:40]([O:12][CH2:11][CH2:10][CH2:9][C:8]2[C:4]([CH:1]([CH3:3])[CH3:2])=[N:5][N:6]([C:13]3[CH:18]=[CH:17][C:16]([C:19]([F:21])([F:20])[F:22])=[CH:15][N:14]=3)[CH:7]=2)=[N:42]1)([CH3:62])[CH3:60], predict the reactants needed to synthesize it. The reactants are: [CH:1]([C:4]1[C:8]([CH2:9][CH2:10][CH2:11][OH:12])=[CH:7][N:6]([C:13]2[CH:18]=[CH:17][C:16]([C:19]([F:22])([F:21])[F:20])=[CH:15][N:14]=2)[N:5]=1)([CH3:3])[CH3:2].[C:23]([O-:27])(=[O:26])[CH2:24][CH3:25].C(P(C[CH2:38][CH2:39][CH3:40])CCCC)CCC.[N:41](C(N1CCCCC1)=O)=[N:42]C(N1CCCCC1)=O.O1C[CH2:62][CH2:61][CH2:60]1. (4) Given the product [NH2:12][C:4]1[CH:3]=[CH:2][CH:1]=[CH:6][C:5]=1[C:7]([CH:9]([C:17]1[CH:18]=[CH:19][C:20]([N+:22]([O-:24])=[O:23])=[CH:21][C:16]=1[N+:13]([O-:15])=[O:14])[CH2:10][NH2:11])=[O:8], predict the reactants needed to synthesize it. The reactants are: [CH:1]1[CH:2]=[CH:3][C:4]([NH2:12])=[C:5]([C:7]([CH2:9][CH2:10][NH2:11])=[O:8])[CH:6]=1.[N+:13]([C:16]1[CH:21]=[C:20]([N+:22]([O-:24])=[O:23])[CH:19]=[CH:18][C:17]=1F)([O-:15])=[O:14].C([O-])(O)=O.[Na+]. (5) Given the product [F:51][C:52]([F:57])([F:56])[C:53]([OH:55])=[O:54].[NH2:8][C@H:9]([C:11]([O:13][CH2:14][CH2:15][O:16][C:17]1[CH:22]=[CH:21][C:20]([C:23]2[C:28]([C:29]#[N:30])=[C:27]([NH:31][CH2:32][CH2:33][CH3:34])[N:26]=[C:25]([S:35][CH2:36][C:37]3[N:38]=[C:39]([C:42]4[CH:47]=[CH:46][C:45]([Cl:48])=[CH:44][CH:43]=4)[S:40][CH:41]=3)[C:24]=2[C:49]#[N:50])=[CH:19][CH:18]=1)=[O:12])[CH3:10], predict the reactants needed to synthesize it. The reactants are: C(OC([NH:8][C@H:9]([C:11]([O:13][CH2:14][CH2:15][O:16][C:17]1[CH:22]=[CH:21][C:20]([C:23]2[C:28]([C:29]#[N:30])=[C:27]([NH:31][CH2:32][CH2:33][CH3:34])[N:26]=[C:25]([S:35][CH2:36][C:37]3[N:38]=[C:39]([C:42]4[CH:47]=[CH:46][C:45]([Cl:48])=[CH:44][CH:43]=4)[S:40][CH:41]=3)[C:24]=2[C:49]#[N:50])=[CH:19][CH:18]=1)=[O:12])[CH3:10])=O)(C)(C)C.[F:51][C:52]([F:57])([F:56])[C:53]([OH:55])=[O:54].